From a dataset of NCI-60 drug combinations with 297,098 pairs across 59 cell lines. Regression. Given two drug SMILES strings and cell line genomic features, predict the synergy score measuring deviation from expected non-interaction effect. Drug 1: C1=CC(=C2C(=C1NCCNCCO)C(=O)C3=C(C=CC(=C3C2=O)O)O)NCCNCCO. Drug 2: C1CNP(=O)(OC1)N(CCCl)CCCl. Cell line: A498. Synergy scores: CSS=31.7, Synergy_ZIP=1.61, Synergy_Bliss=1.68, Synergy_Loewe=-29.4, Synergy_HSA=-0.288.